From a dataset of Reaction yield outcomes from USPTO patents with 853,638 reactions. Predict the reaction yield, written as a fraction of the theoretical maximum amount of product (1.0 means a 100% yield; for example, 0.34 means a 34% yield). (1) The reactants are [Cl:1][C:2]1[C:11]2[CH2:10][N:9]([C@H:12]([C:16]([CH3:19])([CH3:18])[CH3:17])[C:13]([OH:15])=O)[C:8](=[O:20])[C:7]3=[CH:21][NH:22][C:5]([C:6]=23)=[N:4][CH:3]=1.[NH2:23][CH2:24][CH2:25][C:26]#[N:27].C1C=CC2N(O)N=NC=2C=1.C(Cl)CCl. The catalyst is CN(C)C1C=CN=CC=1.CN(C=O)C. The product is [Cl:1][C:2]1[C:11]2[CH2:10][N:9]([C@H:12]([C:16]([CH3:17])([CH3:19])[CH3:18])[C:13]([NH:27][CH2:26][CH2:25][C:24]#[N:23])=[O:15])[C:8](=[O:20])[C:7]3=[CH:21][NH:22][C:5]([C:6]=23)=[N:4][CH:3]=1. The yield is 0.551. (2) The reactants are [CH:1]12[CH2:8][CH2:7][CH:4]([CH2:5][CH2:6]1)[CH2:3][CH:2]2[C:9]([NH:11][C:12]1[S:13][C:14]([CH2:20][CH2:21][CH2:22][Cl:23])=[C:15]([CH3:19])[C:16]=1[C:17]#[N:18])=[O:10].[CH3:24][NH:25][C:26]1[CH:31]=[CH:30][C:29]([CH3:32])=[CH:28][CH:27]=1.Cl. No catalyst specified. The product is [ClH:23].[CH:1]12[CH2:8][CH2:7][CH:4]([CH2:5][CH2:6]1)[CH2:3][CH:2]2[C:9]([NH:11][C:12]1[S:13][C:14]([CH2:20][CH2:21][CH2:22][N:25]([CH3:24])[C:26]2[CH:31]=[CH:30][C:29]([CH3:32])=[CH:28][CH:27]=2)=[C:15]([CH3:19])[C:16]=1[C:17]#[N:18])=[O:10]. The yield is 0.470.